This data is from Full USPTO retrosynthesis dataset with 1.9M reactions from patents (1976-2016). The task is: Predict the reactants needed to synthesize the given product. (1) Given the product [F:1][C:2]1[CH:3]=[C:4]([N:14]([C:37]([O:39][CH2:40][CH:41]([CH3:43])[CH3:42])=[O:38])[CH2:15][C:16]([O:18][CH3:19])=[O:17])[CH:5]=[CH:6][C:7]=1[N:8]1[CH2:9][CH2:10][O:11][CH2:12][CH2:13]1, predict the reactants needed to synthesize it. The reactants are: [F:1][C:2]1[CH:3]=[C:4]([NH:14][CH2:15][C:16]([O:18][CH3:19])=[O:17])[CH:5]=[CH:6][C:7]=1[N:8]1[CH2:13][CH2:12][O:11][CH2:10][CH2:9]1.CN(C1C=CC=CN=1)C.C(N(CC)CC)C.Cl[C:37]([O:39][CH2:40][CH:41]([CH3:43])[CH3:42])=[O:38]. (2) Given the product [CH3:1][O:2][C:3]1[CH:8]=[C:7]([N+:9]([O-:11])=[O:10])[CH:6]=[CH:5][C:4]=1[NH:12][C:13]([NH:15][C:16]1[C:24]2[N:23]=[CH:22][N:21]([CH3:25])[C:20]=2[CH:19]=[CH:18][CH:17]=1)=[S:14], predict the reactants needed to synthesize it. The reactants are: [CH3:1][O:2][C:3]1[CH:8]=[C:7]([N+:9]([O-:11])=[O:10])[CH:6]=[CH:5][C:4]=1[N:12]=[C:13]=[S:14].[NH2:15][C:16]1[C:24]2[N:23]=[CH:22][N:21]([CH3:25])[C:20]=2[CH:19]=[CH:18][CH:17]=1.COC1C=CN=CC=1NC(NC1C2N=CN(C)C=2C=CC=1)=S. (3) The reactants are: [CH3:1][O:2][C:3]1[CH:8]=[CH:7][C:6]([CH2:9][C:10]([OH:12])=O)=[CH:5][CH:4]=1.C(N=C=NCCCN(C)C)C.[NH2:24][C:25]1[CH:30]=[CH:29][CH:28]=[CH:27][N:26]=1. Given the product [CH3:1][O:2][C:3]1[CH:4]=[CH:5][C:6]([CH2:9][C:10]([NH:24][C:25]2[CH:30]=[CH:29][CH:28]=[CH:27][N:26]=2)=[O:12])=[CH:7][CH:8]=1, predict the reactants needed to synthesize it.